Dataset: Forward reaction prediction with 1.9M reactions from USPTO patents (1976-2016). Task: Predict the product of the given reaction. (1) The product is: [F:19][C:17]1[CH:16]=[C:15]([C:20]#[N:21])[CH:14]=[C:13]2[C:18]=1[NH:10][C:11]([CH3:22])=[CH:12]2. Given the reactants C1(S([N:10]2[C:18]3[C:13](=[CH:14][C:15]([C:20]#[N:21])=[CH:16][C:17]=3[F:19])[CH:12]=[C:11]2[CH3:22])(=O)=O)C=CC=CC=1.CO.[OH-].[Na+], predict the reaction product. (2) Given the reactants [CH3:1][N:2]([CH2:4][C:5]1[C:13]2[O:12][N:11]=[C:10]([CH2:14][CH2:15][CH:16]3[CH2:21][CH2:20][NH:19][CH2:18][CH2:17]3)[C:9]=2[CH:8]=[CH:7][C:6]=1[O:22][CH2:23][CH:24]1[CH2:26][CH2:25]1)[CH3:3].Br[C:28]1[CH:29]=[N:30][CH:31]=[CH:32][CH:33]=1.CC(C)([O-])C.[Na+].O, predict the reaction product. The product is: [CH3:1][N:2]([CH2:4][C:5]1[C:13]2[O:12][N:11]=[C:10]([CH2:14][CH2:15][CH:16]3[CH2:21][CH2:20][N:19]([C:28]4[CH:29]=[N:30][CH:31]=[CH:32][CH:33]=4)[CH2:18][CH2:17]3)[C:9]=2[CH:8]=[CH:7][C:6]=1[O:22][CH2:23][CH:24]1[CH2:25][CH2:26]1)[CH3:3].